Dataset: NCI-60 drug combinations with 297,098 pairs across 59 cell lines. Task: Regression. Given two drug SMILES strings and cell line genomic features, predict the synergy score measuring deviation from expected non-interaction effect. (1) Drug 1: CC1=C(C(CCC1)(C)C)C=CC(=CC=CC(=CC(=O)O)C)C. Drug 2: C1=NC2=C(N1)C(=S)N=CN2. Cell line: IGROV1. Synergy scores: CSS=3.77, Synergy_ZIP=-0.507, Synergy_Bliss=0.380, Synergy_Loewe=-11.1, Synergy_HSA=-2.73. (2) Drug 1: COC1=NC(=NC2=C1N=CN2C3C(C(C(O3)CO)O)O)N. Drug 2: CCCCCOC(=O)NC1=NC(=O)N(C=C1F)C2C(C(C(O2)C)O)O. Cell line: OVCAR-5. Synergy scores: CSS=0.0690, Synergy_ZIP=5.55, Synergy_Bliss=0.0725, Synergy_Loewe=-2.65, Synergy_HSA=-0.929. (3) Drug 1: C1=NC2=C(N=C(N=C2N1C3C(C(C(O3)CO)O)O)F)N. Drug 2: CC=C1C(=O)NC(C(=O)OC2CC(=O)NC(C(=O)NC(CSSCCC=C2)C(=O)N1)C(C)C)C(C)C. Cell line: OVCAR-5. Synergy scores: CSS=28.8, Synergy_ZIP=1.68, Synergy_Bliss=-5.01, Synergy_Loewe=-53.3, Synergy_HSA=-9.72. (4) Drug 1: CC1=C(C(=O)C2=C(C1=O)N3CC4C(C3(C2COC(=O)N)OC)N4)N. Drug 2: C1C(C(OC1N2C=NC3=C2NC=NCC3O)CO)O. Synergy scores: CSS=-7.72, Synergy_ZIP=6.83, Synergy_Bliss=10.7, Synergy_Loewe=-3.23, Synergy_HSA=-1.27. Cell line: SF-268. (5) Drug 1: C1CNP(=O)(OC1)N(CCCl)CCCl. Drug 2: C1C(C(OC1N2C=NC3=C2NC=NCC3O)CO)O. Cell line: U251. Synergy scores: CSS=-3.00, Synergy_ZIP=-1.55, Synergy_Bliss=-5.67, Synergy_Loewe=-11.7, Synergy_HSA=-5.41.